From a dataset of Forward reaction prediction with 1.9M reactions from USPTO patents (1976-2016). Predict the product of the given reaction. (1) Given the reactants Br[C:2]1[CH:7]=[CH:6][C:5]([C:8]2[O:12][N:11]=[C:10]([CH3:13])[C:9]=2[NH:14][CH:15]([CH3:25])[CH2:16][CH2:17][C:18]2[CH:23]=[CH:22][CH:21]=[CH:20][C:19]=2[Cl:24])=[CH:4][CH:3]=1.[CH2:26]([O:28][C:29]([C:31]1([C:34]2[CH:39]=[CH:38][C:37](B3OC(C)(C)C(C)(C)O3)=[CH:36][CH:35]=2)[CH2:33][CH2:32]1)=[O:30])[CH3:27], predict the reaction product. The product is: [CH2:26]([O:28][C:29]([C:31]1([C:34]2[CH:39]=[CH:38][C:37]([C:2]3[CH:7]=[CH:6][C:5]([C:8]4[O:12][N:11]=[C:10]([CH3:13])[C:9]=4[NH:14][CH:15]([CH3:25])[CH2:16][CH2:17][C:18]4[CH:23]=[CH:22][CH:21]=[CH:20][C:19]=4[Cl:24])=[CH:4][CH:3]=3)=[CH:36][CH:35]=2)[CH2:32][CH2:33]1)=[O:30])[CH3:27]. (2) The product is: [Cl:1][C:2]1[N:7]=[N:6][C:5]([N:8]=[C:10]=[S:11])=[C:4]([CH3:9])[CH:3]=1. Given the reactants [Cl:1][C:2]1[N:7]=[N:6][C:5]([NH2:8])=[C:4]([CH3:9])[CH:3]=1.[C:10](Cl)(Cl)=[S:11].O.C(OCC)(=O)C, predict the reaction product. (3) Given the reactants [C:1]([O:5][C:6]([N:8]1[CH2:12][CH2:11][CH2:10][C@@H:9]1[CH:13]=O)=[O:7])([CH3:4])([CH3:3])[CH3:2].[CH:15]1([NH2:18])[CH2:17][CH2:16]1.[BH4-].[Na+].O, predict the reaction product. The product is: [C:1]([O:5][C:6]([N:8]1[CH2:12][CH2:11][CH2:10][C@@H:9]1[CH2:13][NH:18][CH:15]1[CH2:17][CH2:16]1)=[O:7])([CH3:4])([CH3:3])[CH3:2]. (4) Given the reactants [S:1]1[C:5]2[CH:6]=[CH:7][CH:8]=[CH:9][C:4]=2[N:3]=[C:2]1[CH2:10][C@@H:11]1[CH2:15][O:14][CH2:13][C@H:12]1O.[C:17]1(=[O:27])[NH:21][C:20](=[O:22])[C:19]2=[CH:23][CH:24]=[CH:25][CH:26]=[C:18]12.C1(P(C2C=CC=CC=2)C2C=CC=CC=2)C=CC=CC=1.N(C(OCC)=O)=NC(OCC)=O, predict the reaction product. The product is: [S:1]1[C:5]2[CH:6]=[CH:7][CH:8]=[CH:9][C:4]=2[N:3]=[C:2]1[CH2:10][C@H:11]1[CH2:15][O:14][CH2:13][C@H:12]1[N:21]1[C:17](=[O:27])[C:18]2[C:19](=[CH:23][CH:24]=[CH:25][CH:26]=2)[C:20]1=[O:22]. (5) Given the reactants O=C1[O:6][C:5]([C:7]2[CH:12]=[CH:11][CH:10]=[CH:9][CH:8]=2)=[N:4][C:3]1=[CH:13][C:14]1[CH:15]=[C:16]([CH:19]=[CH:20][CH:21]=1)[C:17]#[N:18].[C:22](=[O:25])([O-])[O-:23].[Na+].[Na+].[CH3:28]O, predict the reaction product. The product is: [C:5]([NH:4][C:3](=[CH:13][C:14]1[CH:21]=[CH:20][CH:19]=[C:16]([C:17]#[N:18])[CH:15]=1)[C:22]([O:23][CH3:28])=[O:25])(=[O:6])[C:7]1[CH:12]=[CH:11][CH:10]=[CH:9][CH:8]=1. (6) Given the reactants [CH3:1][Si:2]([CH3:25])([CH3:24])[CH2:3][CH2:4][O:5][CH2:6][N:7]1[C:11]([C:12]([C:14]2[CH:23]=[CH:22][C:17]3[NH:18][C:19](=[O:21])[S:20][C:16]=3[CH:15]=2)=[O:13])=[CH:10][CH:9]=[N:8]1.[H-].[Na+].C[CH:29]([O:31][CH:32](Cl)C)Cl.O, predict the reaction product. The product is: [CH3:29][O:31][CH2:32][N:18]1[C:17]2[CH:22]=[CH:23][C:14]([C:12]([C:11]3[N:7]([CH2:6][O:5][CH2:4][CH2:3][Si:2]([CH3:25])([CH3:24])[CH3:1])[N:8]=[CH:9][CH:10]=3)=[O:13])=[CH:15][C:16]=2[S:20][C:19]1=[O:21]. (7) Given the reactants [CH:1]([C:3]1[N:4]=[C:5]([CH3:20])[NH:6][C:7]=1[C:8]1[C:9]([CH3:19])=[CH:10][C:11]([CH3:18])=[C:12]([CH:17]=1)[C:13]([O:15][CH3:16])=[O:14])=[O:2].[BH4-].[Na+], predict the reaction product. The product is: [OH:2][CH2:1][C:3]1[N:4]=[C:5]([CH3:20])[NH:6][C:7]=1[C:8]1[C:9]([CH3:19])=[CH:10][C:11]([CH3:18])=[C:12]([CH:17]=1)[C:13]([O:15][CH3:16])=[O:14].